From a dataset of Peptide-MHC class I binding affinity with 185,985 pairs from IEDB/IMGT. Regression. Given a peptide amino acid sequence and an MHC pseudo amino acid sequence, predict their binding affinity value. This is MHC class I binding data. The peptide sequence is ALTDLGLIY. The MHC is HLA-A01:01 with pseudo-sequence HLA-A01:01. The binding affinity (normalized) is 0.672.